Predict which catalyst facilitates the given reaction. From a dataset of Catalyst prediction with 721,799 reactions and 888 catalyst types from USPTO. Product: [CH3:25][O:24][CH2:23][CH2:22][N:16]1[C:14]2[N:15]=[C:10]([NH:9][C:3]3[CH:4]=[CH:5][CH:6]=[CH:7][CH:8]=3)[N:11]=[CH:12][C:13]=2[CH:19]=[CH:18][C:17]1=[O:20]. The catalyst class is: 9. Reactant: [H-].[Na+].[C:3]1([NH:9][C:10]2[N:11]=[CH:12][C:13]3[CH:19]=[CH:18][C:17](=[O:20])[NH:16][C:14]=3[N:15]=2)[CH:8]=[CH:7][CH:6]=[CH:5][CH:4]=1.Br[CH2:22][CH2:23][O:24][CH3:25].